From a dataset of Forward reaction prediction with 1.9M reactions from USPTO patents (1976-2016). Predict the product of the given reaction. (1) Given the reactants [N+:1]([C:4]1[CH:5]=[C:6]2[C:10](=[CH:11][CH:12]=1)[NH:9][N:8]=[CH:7]2)([O-:3])=[O:2].C(=O)([O-])[O-].[K+].[K+].Cl.Cl[CH2:21][CH2:22][N:23]1[CH2:27][CH2:26][CH2:25][CH2:24]1, predict the reaction product. The product is: [N+:1]([C:4]1[CH:12]=[CH:11][C:10]2[C:6](=[CH:7][N:8]([CH2:21][CH2:22][N:23]3[CH2:27][CH2:26][CH2:25][CH2:24]3)[N:9]=2)[CH:5]=1)([O-:3])=[O:2]. (2) Given the reactants [CH2:1]([N:5]([CH2:16][CH2:17][CH2:18][CH3:19])[CH2:6][CH2:7][CH2:8][O:9][C:10]1[CH:15]=[CH:14][CH:13]=[CH:12][CH:11]=1)[CH2:2][CH2:3][CH3:4].[ClH:20], predict the reaction product. The product is: [ClH:20].[CH2:16]([N:5]([CH2:1][CH2:2][CH2:3][CH3:4])[CH2:6][CH2:7][CH2:8][O:9][C:10]1[CH:11]=[CH:12][CH:13]=[CH:14][CH:15]=1)[CH2:17][CH2:18][CH3:19]. (3) The product is: [C:20]([C:18]1[CH:17]=[CH:16][N:15]=[C:14]([NH:12][NH:2]/[CH:3]=[C:4](\[CH3:10])/[C:5]([O:7][CH2:8][CH3:9])=[O:6])[CH:19]=1)#[N:21]. Given the reactants C[N:2](C)/[CH:3]=[C:4](\[CH3:10])/[C:5]([O:7][CH2:8][CH3:9])=[O:6].[NH:12]([C:14]1[CH:19]=[C:18]([C:20]#[N:21])[CH:17]=[CH:16][N:15]=1)N, predict the reaction product. (4) Given the reactants [NH2:1][C:2]1[CH:7]=[CH:6][C:5]([OH:8])=[C:4]([F:9])[CH:3]=1.[H-].[Na+].[CH2:12]([O:19][C:20]([N:22]1[CH2:26][CH:25]2[CH2:27][CH:28]([CH2:30][O:31][C:32]3[CH:41]=[C:40]4[C:35]([C:36](Cl)=[N:37][CH:38]=[N:39]4)=[CH:34][C:33]=3[O:43][CH3:44])[CH2:29][CH:24]2[CH2:23]1)=[O:21])[C:13]1[CH:18]=[CH:17][CH:16]=[CH:15][CH:14]=1, predict the reaction product. The product is: [CH2:12]([O:19][C:20]([N:22]1[CH2:23][CH:24]2[CH2:29][CH:28]([CH2:30][O:31][C:32]3[CH:41]=[C:40]4[C:35]([C:36]([O:8][C:5]5[CH:6]=[CH:7][C:2]([NH2:1])=[CH:3][C:4]=5[F:9])=[N:37][CH:38]=[N:39]4)=[CH:34][C:33]=3[O:43][CH3:44])[CH2:27][CH:25]2[CH2:26]1)=[O:21])[C:13]1[CH:18]=[CH:17][CH:16]=[CH:15][CH:14]=1. (5) Given the reactants Cl[C:2]1[N:3]=[C:4]([OH:12])[C:5]2[CH:11]=[CH:10][N:9]=[CH:8][C:6]=2[N:7]=1.[CH3:13][N:14]([C:22]1[CH:27]=[CH:26][C:25]([CH3:28])=[CH:24][CH:23]=1)[C:15]1[CH:20]=[CH:19][C:18]([OH:21])=[CH:17][CH:16]=1, predict the reaction product. The product is: [CH3:13][N:14]([C:22]1[CH:27]=[CH:26][C:25]([CH3:28])=[CH:24][CH:23]=1)[C:15]1[CH:16]=[CH:17][C:18]([O:21][C:2]2[N:3]=[C:4]([OH:12])[C:5]3[CH:11]=[CH:10][N:9]=[CH:8][C:6]=3[N:7]=2)=[CH:19][CH:20]=1. (6) Given the reactants [OH:1][C:2]1[C:3]2[O:16][N:15]=[C:14]([C:17]3[CH:22]=[CH:21][C:20]([O:23][CH3:24])=[CH:19][CH:18]=3)[C:4]=2[C:5](I)=[N:6][C:7]=1[C:8]([O:10][CH2:11][CH3:12])=[O:9].[CH3:25]B(O)O.C(=O)([O-])[O-].[Cs+].[Cs+], predict the reaction product. The product is: [OH:1][C:2]1[C:3]2[O:16][N:15]=[C:14]([C:17]3[CH:22]=[CH:21][C:20]([O:23][CH3:24])=[CH:19][CH:18]=3)[C:4]=2[C:5]([CH3:25])=[N:6][C:7]=1[C:8]([O:10][CH2:11][CH3:12])=[O:9]. (7) Given the reactants FC1C=C(C(N)=O)C2O[C:8]([C:10]3[CH:15]=[CH:14][C:13]([CH2:16][N:17]4[CH2:21][CH2:20][CH2:19]C4)=[CH:12][CH:11]=3)=[CH:7]C=2C=1.NC1CC[N:30]([C:33]([O:35][C:36]([CH3:39])([CH3:38])[CH3:37])=[O:34])[CH2:29][CH2:28]1, predict the reaction product. The product is: [C:8]([C:10]1[CH:11]=[CH:12][C:13]([CH2:16][NH:17][CH:21]2[CH2:20][CH2:19][N:30]([C:33]([O:35][C:36]([CH3:39])([CH3:38])[CH3:37])=[O:34])[CH2:29][CH2:28]2)=[CH:14][CH:15]=1)#[CH:7]. (8) Given the reactants C([N:5]1[C:13]2[C:8](=[CH:9][CH:10]=[C:11]([C:14]#[N:15])[CH:12]=2)[C:7]([C:16](O)=[O:17])=[C:6]1[C:19]([C:22]1[CH:27]=[CH:26][C:25]([CH2:28][CH3:29])=[C:24]([I:30])[CH:23]=1)([CH3:21])[CH3:20])(C)(C)C, predict the reaction product. The product is: [CH2:28]([C:25]1[C:24]([I:30])=[CH:23][C:22]2[C:19]([CH3:21])([CH3:20])[C:6]3[NH:5][C:13]4[C:8]([C:7]=3[C:16](=[O:17])[C:27]=2[CH:26]=1)=[CH:9][CH:10]=[C:11]([C:14]#[N:15])[CH:12]=4)[CH3:29].